Task: Predict the product of the given reaction.. Dataset: Forward reaction prediction with 1.9M reactions from USPTO patents (1976-2016) Given the reactants [CH3:1][O:2][C:3]1[CH:29]=[CH:28][C:6]([C:7]([NH:9][NH:10][C:11](=O)[CH2:12][C:13]2[CH:26]=[CH:25][C:16]3[CH:17]=[C:18]([C:20]([O:22][CH2:23][CH3:24])=[O:21])[S:19][C:15]=3[CH:14]=2)=[O:8])=[CH:5][CH:4]=1.[OH-].COC(NS([N+](CC)(CC)CC)(=O)=O)=O, predict the reaction product. The product is: [CH3:1][O:2][C:3]1[CH:29]=[CH:28][C:6]([C:7]2[O:8][C:11]([CH2:12][C:13]3[CH:26]=[CH:25][C:16]4[CH:17]=[C:18]([C:20]([O:22][CH2:23][CH3:24])=[O:21])[S:19][C:15]=4[CH:14]=3)=[N:10][N:9]=2)=[CH:5][CH:4]=1.